From a dataset of Full USPTO retrosynthesis dataset with 1.9M reactions from patents (1976-2016). Predict the reactants needed to synthesize the given product. (1) Given the product [CH:9]1[C:10]2[NH:11][C:12]3[C:17](=[CH:16][CH:15]=[CH:14][CH:13]=3)[C:18]=2[C:6]([O:5][CH2:4][C@@H:2]([OH:1])[CH2:3][NH:19][CH2:20][CH2:21][CH2:22][O:23][C:24]2[CH:29]=[CH:28][C:27]([C:30]3[CH2:31][CH2:32][C:33](=[O:36])[NH:34][N:35]=3)=[CH:26][C:25]=2[Cl:37])=[CH:7][CH:8]=1, predict the reactants needed to synthesize it. The reactants are: [O:1]1[CH2:3][C@H:2]1[CH2:4][O:5][C:6]1[C:18]2[C:17]3[C:12](=[CH:13][CH:14]=[CH:15][CH:16]=3)[NH:11][C:10]=2[CH:9]=[CH:8][CH:7]=1.[NH2:19][CH2:20][CH2:21][CH2:22][O:23][C:24]1[CH:29]=[CH:28][C:27]([C:30]2[CH2:31][CH2:32][C:33](=[O:36])[NH:34][N:35]=2)=[CH:26][C:25]=1[Cl:37]. (2) Given the product [NH:7]1[C:15]2[C:10](=[CH:11][CH:12]=[CH:13][CH:14]=2)[CH:9]=[C:8]1[CH2:16][OH:17], predict the reactants needed to synthesize it. The reactants are: [H-].[Al+3].[Li+].[H-].[H-].[H-].[NH:7]1[C:15]2[C:10](=[CH:11][CH:12]=[CH:13][CH:14]=2)[CH:9]=[C:8]1[C:16](OCC)=[O:17].O.[OH-].[Na+]. (3) Given the product [C:9]1([P:15](=[O:16])([OH:18])[OH:17])[CH:14]=[CH:13][CH:12]=[CH:11][CH:10]=1.[NH2:7][C:6]([NH2:8])=[NH:5], predict the reactants needed to synthesize it. The reactants are: C(=O)(O)O.[NH2:5][C:6]([NH2:8])=[NH:7].[C:9]1([P:15](=[O:18])([OH:17])[OH:16])[CH:14]=[CH:13][CH:12]=[CH:11][CH:10]=1.CC(C)=O. (4) Given the product [Na:1].[CH3:34][C:35]1([CH3:53])[O:40][CH2:39][CH:38]([CH2:41][O:42][C:43]2[C:48]([CH3:49])=[CH:47][N:46]=[C:45]([CH2:50][S:23]([C:25]3[NH:26][C:27]4[CH:33]=[C:32]5[O:87][CH2:81][CH2:82][O:84][C:31]5=[CH:30][C:28]=4[N:29]=3)=[O:24])[C:44]=2[CH3:52])[CH2:37][O:36]1, predict the reactants needed to synthesize it. The reactants are: [Na:1].CC1C(C[S:23]([C:25]2[NH:29][C:28]3[CH:30]=[CH:31][CH:32]=[CH:33][C:27]=3[N:26]=2)=[O:24])=NC=CC=1OCC1(C)OCC2(OCCO2)CO1.[CH3:34][C:35]1([CH3:53])[O:40][CH2:39][CH:38]([CH2:41][O:42][C:43]2[C:48]([CH3:49])=[CH:47][N:46]=[C:45]([CH2:50]O)[C:44]=2[CH3:52])[CH2:37][O:36]1.O.CC1(C)OCC(COC2C(C)=CN=C(CO)C=2C)CO1.N1C2C=[C:81]3[O:87]CC[O:84][C:82]3=CC=2N=C1S.